This data is from Catalyst prediction with 721,799 reactions and 888 catalyst types from USPTO. The task is: Predict which catalyst facilitates the given reaction. (1) Reactant: [NH:1]1[CH2:6][CH2:5][CH:4]([C:7]2[CH:8]=[C:9]([CH:19]=[CH:20][CH:21]=2)[CH2:10][NH:11][C:12](=[O:18])[O:13][C:14]([CH3:17])([CH3:16])[CH3:15])[CH2:3][CH2:2]1.[OH:22][C:23]1([CH3:39])[C:27]([OH:29])([CH3:28])[CH2:26][N:25]([C:30]2[CH:31]=[C:32]([CH:36]=[CH:37][CH:38]=2)[C:33](O)=[O:34])[CH2:24]1.C1C=CC2N(O)N=NC=2C=1.CCN(C(C)C)C(C)C. Product: [OH:29][C:27]1([CH3:28])[C:23]([OH:22])([CH3:39])[CH2:24][N:25]([C:30]2[CH:31]=[C:32]([CH:36]=[CH:37][CH:38]=2)[C:33]([N:1]2[CH2:6][CH2:5][CH:4]([C:7]3[CH:8]=[C:9]([CH:19]=[CH:20][CH:21]=3)[CH2:10][NH:11][C:12](=[O:18])[O:13][C:14]([CH3:17])([CH3:15])[CH3:16])[CH2:3][CH2:2]2)=[O:34])[CH2:26]1. The catalyst class is: 31. (2) Reactant: Cl[C:2]1[N:7]=[C:6]([NH:8][C:9]2[CH:14]=[C:13]([O:15][CH2:16][CH:17]=[CH2:18])[CH:12]=[CH:11][C:10]=2[CH3:19])[CH:5]=[CH:4][N:3]=1.[NH2:20][C:21]1[CH:22]=[C:23]([CH:27]=[CH:28][CH:29]=1)[C:24]([OH:26])=[O:25].Cl. Product: [CH3:19][C:10]1[CH:11]=[CH:12][C:13]([O:15][CH2:16][CH:17]=[CH2:18])=[CH:14][C:9]=1[NH:8][C:6]1[CH:5]=[CH:4][N:3]=[C:2]([NH:20][C:21]2[CH:22]=[C:23]([CH:27]=[CH:28][CH:29]=2)[C:24]([OH:26])=[O:25])[N:7]=1. The catalyst class is: 95. (3) Reactant: [CH2:1]([CH:8]1[O:12][C:11](=[O:13])[N:10]([C:14]2[CH:19]=[CH:18][C:17](Br)=[CH:16][CH:15]=2)[CH2:9]1)[C:2]1[CH:7]=[CH:6][CH:5]=[CH:4][CH:3]=1.[B:21]1([B:21]2[O:25][C:24]([CH3:27])([CH3:26])[C:23]([CH3:29])([CH3:28])[O:22]2)[O:25][C:24]([CH3:27])([CH3:26])[C:23]([CH3:29])([CH3:28])[O:22]1.ClCCl.C([O-])(=O)C.[K+]. Product: [CH2:1]([CH:8]1[O:12][C:11](=[O:13])[N:10]([C:14]2[CH:19]=[CH:18][C:17]([B:21]3[O:25][C:24]([CH3:27])([CH3:26])[C:23]([CH3:29])([CH3:28])[O:22]3)=[CH:16][CH:15]=2)[CH2:9]1)[C:2]1[CH:7]=[CH:6][CH:5]=[CH:4][CH:3]=1. The catalyst class is: 9. (4) The catalyst class is: 129. Reactant: [OH:1][C:2]1[C:11]([N+:12]([O-])=O)=[CH:10][C:5]([C:6]([O:8][CH3:9])=[O:7])=[C:4]([C:15]([F:18])([F:17])[F:16])[CH:3]=1. Product: [NH2:12][C:11]1[C:2]([OH:1])=[CH:3][C:4]([C:15]([F:16])([F:17])[F:18])=[C:5]([CH:10]=1)[C:6]([O:8][CH3:9])=[O:7]. (5) Reactant: [N:1]1[CH:6]=[CH:5][C:4]([C:7]2[NH:8][CH:9]=[C:10]([CH2:12]O)[N:11]=2)=[CH:3][CH:2]=1.[BrH:14].CC(O)=O. Product: [BrH:14].[BrH:14].[Br:14][CH2:12][C:10]1[N:11]=[C:7]([C:4]2[CH:5]=[CH:6][N:1]=[CH:2][CH:3]=2)[NH:8][CH:9]=1. The catalyst class is: 61. (6) The catalyst class is: 2. Product: [C:10]([O:14][C:15](=[O:16])[NH:17][CH:18]1[CH2:19][CH2:20][N:21]([S:24]([C:27]2[CH:28]=[CH:29][C:30]([C:31]([N:46]3[CH2:42][CH2:41][CH2:40][CH2:45][CH2:44]3)=[O:33])=[CH:34][CH:35]=2)(=[O:25])=[O:26])[CH2:22][CH2:23]1)([CH3:12])([CH3:13])[CH3:11]. Reactant: C(N(C(C)C)CC)(C)C.[C:10]([O:14][C:15]([NH:17][CH:18]1[CH2:23][CH2:22][N:21]([S:24]([C:27]2[CH:35]=[CH:34][C:30]([C:31]([OH:33])=O)=[CH:29][CH:28]=2)(=[O:26])=[O:25])[CH2:20][CH2:19]1)=[O:16])([CH3:13])([CH3:12])[CH3:11].C(Cl)CCl.[CH:40]1[CH:41]=[CH:42]C2N(O)N=[N:46][C:44]=2[CH:45]=1.N1CCCCC1. (7) Reactant: [NH:1]([C:3]1[C:8]([C:9]2[CH:14]=[CH:13][CH:12]=[CH:11][CH:10]=2)=[C:7]([C:15]2[CH:20]=[CH:19][CH:18]=[CH:17][CH:16]=2)[N:6]=[C:5]([C:21]([F:24])([F:23])[F:22])[N:4]=1)[NH2:2].[C:25]([C:27](=[C:37](SC)[S:38][CH3:39])[C:28]([NH:30][C:31]1[CH:36]=[CH:35][CH:34]=[CH:33][CH:32]=1)=[O:29])#[N:26]. Product: [NH2:26][C:25]1[N:1]([C:3]2[C:8]([C:9]3[CH:10]=[CH:11][CH:12]=[CH:13][CH:14]=3)=[C:7]([C:15]3[CH:20]=[CH:19][CH:18]=[CH:17][CH:16]=3)[N:6]=[C:5]([C:21]([F:24])([F:23])[F:22])[N:4]=2)[N:2]=[C:37]([S:38][CH3:39])[C:27]=1[C:28]([NH:30][C:31]1[CH:36]=[CH:35][CH:34]=[CH:33][CH:32]=1)=[O:29]. The catalyst class is: 5.